This data is from Forward reaction prediction with 1.9M reactions from USPTO patents (1976-2016). The task is: Predict the product of the given reaction. (1) Given the reactants C([O:5][C:6](=[O:20])[NH:7][CH:8]([CH2:11][C:12]1[CH:17]=[CH:16][C:15]([F:18])=[C:14]([F:19])[CH:13]=1)[CH2:9]O)(C)(C)C.[H-].[Na+], predict the reaction product. The product is: [F:19][C:14]1[CH:13]=[C:12]([CH:17]=[CH:16][C:15]=1[F:18])[CH2:11][CH:8]1[CH2:9][O:20][C:6](=[O:5])[NH:7]1. (2) Given the reactants B(O)(O)[OH:2].[CH3:5][N:6]1[S:12][C:10](=[O:11])[N:9]([CH2:13][C:14]2[CH:19]=[CH:18][CH:17]=[CH:16][CH:15]=2)[C:7]1=[O:8], predict the reaction product. The product is: [CH3:5][N:6]1[S:12][C:10](=[O:11])[N:9]([CH2:13][C:14]2[CH:19]=[CH:18][CH:17]=[CH:16][CH:15]=2)[C:7]1=[O:8].[C:13]1(=[O:2])[NH:9][C:10](=[O:11])[CH:19]=[CH:14]1. (3) Given the reactants [Cl:1][C:2]1[CH:7]=[C:6]([F:8])[CH:5]=[CH:4][C:3]=1[CH2:9][NH:10][C:11](=[O:25])[CH2:12][C:13]1[C:14]([C:21]([F:24])([F:23])[F:22])=[N:15][N:16]([CH2:18][CH2:19][OH:20])[CH:17]=1.C(N(C(C)C)CC)(C)C.[S:35](Cl)([CH3:38])(=[O:37])=[O:36].C(=O)([O-])O.[Na+], predict the reaction product. The product is: [CH3:38][S:35]([O:20][CH2:19][CH2:18][N:16]1[CH:17]=[C:13]([CH2:12][C:11]([NH:10][CH2:9][C:3]2[CH:4]=[CH:5][C:6]([F:8])=[CH:7][C:2]=2[Cl:1])=[O:25])[C:14]([C:21]([F:22])([F:24])[F:23])=[N:15]1)(=[O:37])=[O:36]. (4) Given the reactants [Br:1][C:2]1[CH:7]=[C:6]([Br:8])[C:5](F)=[CH:4][C:3]=1F.[CH:11]1[C:23]2[NH:22][C:21]3[C:16](=[CH:17][CH:18]=[CH:19][CH:20]=3)[C:15]=2[CH:14]=[CH:13][CH:12]=1.C(=O)([O-])[O-].[K+].[K+].C[N:31]1[C:35](=O)[CH2:34][CH2:33][CH2:32]1, predict the reaction product. The product is: [Br:1][C:2]1[CH:7]=[C:6]([Br:8])[C:5]([N:22]2[C:21]3[CH:20]=[CH:19][CH:18]=[CH:17][C:16]=3[C:15]3[C:23]2=[CH:11][CH:12]=[CH:13][CH:14]=3)=[CH:4][C:3]=1[N:31]1[C:32]2[CH:17]=[CH:16][CH:15]=[CH:14][C:33]=2[C:34]2[C:35]1=[CH:23][CH:11]=[CH:12][CH:13]=2. (5) Given the reactants [NH2:1][C:2]1[CH:3]=[N:4][CH:5]=[CH:6][C:7]=1[CH2:8][OH:9].[H-].[Na+].F[C:13]1[C:22]2[C:17](=[CH:18][CH:19]=[CH:20][CH:21]=2)[C:16]([N+:23]([O-:25])=[O:24])=[CH:15][CH:14]=1.CO, predict the reaction product. The product is: [N+:23]([C:16]1[C:17]2[C:22](=[CH:21][CH:20]=[CH:19][CH:18]=2)[C:13]([O:9][CH2:8][C:7]2[CH:6]=[CH:5][N:4]=[CH:3][C:2]=2[NH2:1])=[CH:14][CH:15]=1)([O-:25])=[O:24]. (6) The product is: [Cl:11][C:4]1[N:3]=[C:2]([NH:38][C:35]2[CH:36]=[CH:37][C:32]([C:28]3([NH:27][C:26](=[O:39])[O:25][C:21]([CH3:23])([CH3:22])[CH3:24])[CH2:29][CH2:30][CH2:31]3)=[CH:33][CH:34]=2)[C:7]([N+:8]([O-:10])=[O:9])=[CH:6][CH:5]=1. Given the reactants Cl[C:2]1[C:7]([N+:8]([O-:10])=[O:9])=[CH:6][CH:5]=[C:4]([Cl:11])[N:3]=1.C(N(C(C)C)C(C)C)C.[C:21]([O:25][C:26](=[O:39])[NH:27][C:28]1([C:32]2[CH:37]=[CH:36][C:35]([NH2:38])=[CH:34][CH:33]=2)[CH2:31][CH2:30][CH2:29]1)([CH3:24])([CH3:23])[CH3:22], predict the reaction product. (7) Given the reactants Br[CH2:2][C:3](=O)[C:4]([O:6][CH2:7][CH3:8])=[O:5].[C:10]([NH2:13])(=[S:12])[CH3:11].C(=O)(O)[O-].[Na+], predict the reaction product. The product is: [CH3:11][C:10]1[S:12][CH:2]=[C:3]([C:4]([O:6][CH2:7][CH3:8])=[O:5])[N:13]=1.